This data is from Peptide-MHC class II binding affinity with 134,281 pairs from IEDB. The task is: Regression. Given a peptide amino acid sequence and an MHC pseudo amino acid sequence, predict their binding affinity value. This is MHC class II binding data. (1) The peptide sequence is MNMSRQGIFQTVGSG. The MHC is DRB1_0301 with pseudo-sequence DRB1_0301. The binding affinity (normalized) is 0.149. (2) The peptide sequence is YDKFLATVSTVLTGK. The MHC is DRB1_0802 with pseudo-sequence DRB1_0802. The binding affinity (normalized) is 0.817. (3) The peptide sequence is HDYEGLSYRSLQPET. The MHC is HLA-DPA10301-DPB10402 with pseudo-sequence HLA-DPA10301-DPB10402. The binding affinity (normalized) is 0.179. (4) The peptide sequence is NFTVGRIIELFTAKG. The MHC is DRB3_0202 with pseudo-sequence DRB3_0202. The binding affinity (normalized) is 0.186. (5) The peptide sequence is TEYIMKGVYINTALL. The MHC is DRB1_1501 with pseudo-sequence DRB1_1501. The binding affinity (normalized) is 0.231. (6) The peptide sequence is DYVRMWVQAATVMSA. The MHC is HLA-DQA10201-DQB10202 with pseudo-sequence HLA-DQA10201-DQB10202. The binding affinity (normalized) is 0.396.